Binary Classification. Given a miRNA mature sequence and a target amino acid sequence, predict their likelihood of interaction. From a dataset of Experimentally validated miRNA-target interactions with 360,000+ pairs, plus equal number of negative samples. The miRNA is hsa-miR-523-3p with sequence GAACGCGCUUCCCUAUAGAGGGU. The protein sequence of the target gene is MNISVDLETNYAELVLDVGRVTLGENSRKKMKDCKLRKKQNESVSRAMCALLNSGGGVIKAEIENEDYSYTKDGIGLDLENSFSNILLFVPEYLDFMQNGNYFLIFVKSWSLNTSGLRITTLSSNLYKRDITSAKVMNATAALEFLKDMKKTRGRLYLRPELLAKRPCVDIQEENNMKALAGVFFDRTELDRKEKLTFTESTHVEIKNFSTEKLLQRIKEILPQYVSAFANTDGGYLFIGLNEDKEIIGFKAEMSDLDDLEREIEKSIRKMPVHHFCMEKKKINYSCKFLGVYDKGSLCG.... Result: 0 (no interaction).